From a dataset of Full USPTO retrosynthesis dataset with 1.9M reactions from patents (1976-2016). Predict the reactants needed to synthesize the given product. The reactants are: [H-].[Al+3].[Li+].[H-].[H-].[H-].[C:7]([O:11][C:12](=[O:48])[CH2:13][CH:14]([NH:21][S:22]([C:25]1[CH:30]=[CH:29][C:28]([NH:31][C:32](=[O:34])[CH3:33])=[CH:27][C:26]=1[O:35][CH2:36][CH2:37][C:38]1[C:47]2[C:42](=[CH:43][CH:44]=[CH:45][CH:46]=2)[CH:41]=[CH:40][CH:39]=1)(=[O:24])=[O:23])[C:15](N(OC)C)=[O:16])([CH3:10])([CH3:9])[CH3:8].OS([O-])(=O)=O.[K+].Cl. Given the product [C:7]([O:11][C:12](=[O:48])[CH2:13][CH:14]([NH:21][S:22]([C:25]1[CH:30]=[CH:29][C:28]([NH:31][C:32](=[O:34])[CH3:33])=[CH:27][C:26]=1[O:35][CH2:36][CH2:37][C:38]1[C:47]2[C:42](=[CH:43][CH:44]=[CH:45][CH:46]=2)[CH:41]=[CH:40][CH:39]=1)(=[O:23])=[O:24])[CH:15]=[O:16])([CH3:8])([CH3:9])[CH3:10], predict the reactants needed to synthesize it.